Dataset: Forward reaction prediction with 1.9M reactions from USPTO patents (1976-2016). Task: Predict the product of the given reaction. (1) Given the reactants [C:1]([NH2:9])(=[O:8])[C:2]1[CH:7]=[CH:6][CH:5]=[CH:4][CH:3]=1.[H-].[Na+].Cl[CH2:13][C:14]1[C:18]([CH2:19]Cl)=[CH:17][O:16][CH:15]=1, predict the reaction product. The product is: [C:1]([N:9]1[CH2:13][C:14]2=[CH:15][O:16][CH:17]=[C:18]2[CH2:19]1)(=[O:8])[C:2]1[CH:7]=[CH:6][CH:5]=[CH:4][CH:3]=1. (2) Given the reactants Cl.[NH2:2][C@H:3]([C:6]([OH:8])=[O:7])[CH2:4][SH:5].C([O-])(=O)C.[K+].CO.[O:16]1[CH:20]=[CH:19][N:18]=[C:17]1[CH:21]=O, predict the reaction product. The product is: [O:16]1[CH:20]=[CH:19][N:18]=[C:17]1[C@@H:21]1[NH:2][CH:3]([C:6]([OH:8])=[O:7])[CH2:4][S:5]1. (3) The product is: [CH2:23]([NH:22][C:15]1[CH:14]=[C:13]([N:3]([CH3:4])[CH3:2])[CH:18]=[CH:17][C:16]=1[N+:19]([O-:21])=[O:20])[CH3:24]. Given the reactants Cl.[CH3:2][NH:3][CH3:4].C(N(CC)CC)C.Cl[C:13]1[CH:18]=[CH:17][C:16]([N+:19]([O-:21])=[O:20])=[C:15]([NH:22][CH2:23][CH3:24])[CH:14]=1.O, predict the reaction product. (4) The product is: [CH3:17][S:18]([O:6][CH2:5][C:4]1[CH:7]=[CH:8][CH:9]=[C:2]([Br:1])[CH:3]=1)(=[O:20])=[O:19]. Given the reactants [Br:1][C:2]1[CH:3]=[C:4]([CH:7]=[CH:8][CH:9]=1)[CH2:5][OH:6].C(N(CC)CC)C.[CH3:17][S:18](Cl)(=[O:20])=[O:19], predict the reaction product. (5) Given the reactants [C:1]([C:3]1([C:7]2[CH:8]=[C:9]([CH:13]=[CH:14][CH:15]=2)[C:10]([OH:12])=O)[CH2:6][CH2:5][CH2:4]1)#[N:2].C(Cl)(=O)C(Cl)=O.O1CCCC1.[NH2:27][C:28]1[C:29]([F:51])=[CH:30][C:31]([Cl:50])=[C:32]([CH:49]=1)[O:33][C:34]1[CH:35]=[CH:36][C:37]2[N:38]([CH:40]=[C:41]([NH:43][C:44]([CH:46]3[CH2:48][CH2:47]3)=[O:45])[N:42]=2)[N:39]=1, predict the reaction product. The product is: [Cl:50][C:31]1[C:32]([O:33][C:34]2[CH:35]=[CH:36][C:37]3[N:38]([CH:40]=[C:41]([NH:43][C:44]([CH:46]4[CH2:47][CH2:48]4)=[O:45])[N:42]=3)[N:39]=2)=[CH:49][C:28]([NH:27][C:10](=[O:12])[C:9]2[CH:13]=[CH:14][CH:15]=[C:7]([C:3]3([C:1]#[N:2])[CH2:4][CH2:5][CH2:6]3)[CH:8]=2)=[C:29]([F:51])[CH:30]=1. (6) Given the reactants [Br:1][C:2]1[CH:3]=[C:4]([NH:8][C:9]2[C:18]3[C:13](=[CH:14][N:15]=[C:16](F)[CH:17]=3)[N:12]=[CH:11][C:10]=2[C:20]#[N:21])[CH:5]=[CH:6][CH:7]=1.COC1C=CC(C[NH2:29])=CC=1.CO.C(Cl)(Cl)Cl.FC(F)(F)C(O)=O, predict the reaction product. The product is: [NH2:29][C:16]1[CH:17]=[C:18]2[C:13](=[CH:14][N:15]=1)[N:12]=[CH:11][C:10]([C:20]#[N:21])=[C:9]2[NH:8][C:4]1[CH:5]=[CH:6][CH:7]=[C:2]([Br:1])[CH:3]=1.